Dataset: Forward reaction prediction with 1.9M reactions from USPTO patents (1976-2016). Task: Predict the product of the given reaction. (1) Given the reactants [CH2:1]([O:3][C:4](=[O:20])[C:5]([CH2:13][CH:14]1[CH2:19][CH2:18][CH2:17][CH2:16][CH2:15]1)([CH2:11][OH:12])[C:6]([O:8][CH2:9][CH3:10])=[O:7])[CH3:2].C(N(CC)CC)C.[CH3:28][S:29](Cl)(=[O:31])=[O:30].Cl, predict the reaction product. The product is: [CH2:9]([O:8][C:6](=[O:7])[C:5]([CH2:13][CH:14]1[CH2:15][CH2:16][CH2:17][CH2:18][CH2:19]1)([CH2:11][O:12][S:29]([CH3:28])(=[O:31])=[O:30])[C:4]([O:3][CH2:1][CH3:2])=[O:20])[CH3:10]. (2) Given the reactants [NH2:1][C:2]1[CH:7]=[CH:6][C:5]([Cl:8])=[C:4](Br)[N:3]=1.[C:10]1([S:16]([N:19]2[C:27]3[C:22](=[CH:23][CH:24]=[CH:25][CH:26]=3)[C:21](B(O)O)=[CH:20]2)(=[O:18])=[O:17])[CH:15]=[CH:14][CH:13]=[CH:12][CH:11]=1.C([O-])([O-])=O.[Cs+].[Cs+].O1CCOCC1.O, predict the reaction product. The product is: [Cl:8][C:5]1[CH:6]=[CH:7][C:2]([NH2:1])=[N:3][C:4]=1[C:21]1[C:22]2[C:27](=[CH:26][CH:25]=[CH:24][CH:23]=2)[N:19]([S:16]([C:10]2[CH:15]=[CH:14][CH:13]=[CH:12][CH:11]=2)(=[O:18])=[O:17])[CH:20]=1. (3) Given the reactants Cl[C:2]1[N:7]=[C:6]([S:8][C:9]2[CH:14]=[CH:13][C:12]([NH:15][C:16]([CH:18]3[CH2:20][CH2:19]3)=[O:17])=[CH:11][CH:10]=2)[CH:5]=[N:4][CH:3]=1.[NH2:21][C:22]1[S:23][C:24]([CH3:27])=[CH:25][N:26]=1.C1(P(C2C=CC=CC=2)C2C3OC4C(=CC=CC=4P(C4C=CC=CC=4)C4C=CC=CC=4)C(C)(C)C=3C=CC=2)C=CC=CC=1.C(=O)([O-])[O-].[Na+].[Na+], predict the reaction product. The product is: [CH3:27][C:24]1[S:23][C:22]([NH:21][C:2]2[N:7]=[C:6]([S:8][C:9]3[CH:14]=[CH:13][C:12]([NH:15][C:16]([CH:18]4[CH2:20][CH2:19]4)=[O:17])=[CH:11][CH:10]=3)[CH:5]=[N:4][CH:3]=2)=[N:26][CH:25]=1. (4) Given the reactants Br[C:2]1[CH:10]=[CH:9][C:8]([O:11][CH3:12])=[CH:7][C:3]=1[C:4]([OH:6])=[O:5].C([Li])CCC.[CH3:18][O:19][CH2:20][C:21](N(OC)C)=[O:22], predict the reaction product. The product is: [CH3:12][O:11][C:8]1[CH:9]=[CH:10][C:2]([C:21](=[O:22])[CH2:20][O:19][CH3:18])=[C:3]([CH:7]=1)[C:4]([OH:6])=[O:5]. (5) The product is: [NH2:1][C:2]1[CH:7]=[CH:6][C:5]([C:12]2[N:20]3[C:16](=[N:17][C:18]4[CH:24]=[CH:23][CH:22]=[CH:21][C:19]=43)[C:15]([C:25]#[N:26])=[C:14]([CH3:27])[CH:13]=2)=[CH:4][CH:3]=1. Given the reactants [NH2:1][C:2]1[CH:7]=[CH:6][C:5](B(O)O)=[CH:4][CH:3]=1.Cl[C:12]1[N:20]2[C:16](=[N:17][C:18]3[CH:24]=[CH:23][CH:22]=[CH:21][C:19]=32)[C:15]([C:25]#[N:26])=[C:14]([CH3:27])[CH:13]=1, predict the reaction product.